This data is from Catalyst prediction with 721,799 reactions and 888 catalyst types from USPTO. The task is: Predict which catalyst facilitates the given reaction. (1) Reactant: [CH3:1][O:2][C:3]1[CH:4]=[C:5]([NH:11][C:12](=[O:14])[CH3:13])[CH:6]=[C:7]([O:9][CH3:10])[CH:8]=1.Cl.[Cl:16]([O-])(=O)=O.[Na+].C([O-])([O-])=O.[K+].[K+]. Product: [Cl:16][C:6]1[C:7]([O:9][CH3:10])=[CH:8][C:3]([O:2][CH3:1])=[CH:4][C:5]=1[NH:11][C:12](=[O:14])[CH3:13]. The catalyst class is: 86. (2) Reactant: [Cl:1][C:2]1[CH:7]=[CH:6][C:5]([C:8]2[S:9][C:10]([CH2:20][CH3:21])=[C:11]([CH:13]3[C:17](=[O:18])[CH2:16][CH2:15][C:14]3=[O:19])[N:12]=2)=[CH:4][CH:3]=1.[C:22](=O)([O-])[O-].[K+].[K+].IC. Product: [Cl:1][C:2]1[CH:7]=[CH:6][C:5]([C:8]2[S:9][C:10]([CH2:20][CH3:21])=[C:11]([C:13]3[C:17](=[O:18])[CH2:16][CH2:15][C:14]=3[O:19][CH3:22])[N:12]=2)=[CH:4][CH:3]=1. The catalyst class is: 21. (3) Reactant: C[O:2][C:3](=[O:38])[CH2:4][O:5][C:6]1[CH:11]=[CH:10][C:9]([O:12][CH2:13][C:14]#[C:15][C:16]2[CH:21]=[C:20]([C:22]#[C:23][C:24]3[CH:29]=[CH:28][CH:27]=[CH:26][CH:25]=3)[CH:19]=[C:18]([C:30]#[C:31][C:32]3[CH:37]=[CH:36][CH:35]=[CH:34][CH:33]=3)[CH:17]=2)=[CH:8][CH:7]=1.[Li+].[OH-].O.Cl. Product: [C:24]1([C:23]#[C:22][C:20]2[CH:21]=[C:16]([C:15]#[C:14][CH2:13][O:12][C:9]3[CH:8]=[CH:7][C:6]([O:5][CH2:4][C:3]([OH:38])=[O:2])=[CH:11][CH:10]=3)[CH:17]=[C:18]([C:30]#[C:31][C:32]3[CH:37]=[CH:36][CH:35]=[CH:34][CH:33]=3)[CH:19]=2)[CH:29]=[CH:28][CH:27]=[CH:26][CH:25]=1. The catalyst class is: 36. (4) Reactant: [CH2:1]([CH:4]([C:8]1[CH:28]=[CH:27][C:11]([O:12][CH2:13][C:14]2[CH:19]=[CH:18][C:17]([C:20]3[S:24][C:23]([CH:25]=[O:26])=[CH:22][CH:21]=3)=[CH:16][CH:15]=2)=[CH:10][CH:9]=1)[CH2:5][CH2:6][CH3:7])[CH2:2][CH3:3].[BH4-].[Na+]. Product: [CH2:1]([CH:4]([C:8]1[CH:28]=[CH:27][C:11]([O:12][CH2:13][C:14]2[CH:19]=[CH:18][C:17]([C:20]3[S:24][C:23]([CH2:25][OH:26])=[CH:22][CH:21]=3)=[CH:16][CH:15]=2)=[CH:10][CH:9]=1)[CH2:5][CH2:6][CH3:7])[CH2:2][CH3:3]. The catalyst class is: 214. (5) Reactant: [NH2:1][C:2]1[C:3]([C:23]2[CH:32]=[CH:31][C:26]([C:27]([O:29][CH3:30])=[O:28])=[C:25]([F:33])[CH:24]=2)=[N:4][C:5]([C:8]2[CH2:13][CH2:12][CH:11]([CH2:14][O:15]CC3C=CC=CC=3)[CH2:10][CH:9]=2)=[CH:6][N:7]=1.CO. Product: [NH2:1][C:2]1[C:3]([C:23]2[CH:32]=[CH:31][C:26]([C:27]([O:29][CH3:30])=[O:28])=[C:25]([F:33])[CH:24]=2)=[N:4][C:5]([CH:8]2[CH2:13][CH2:12][CH:11]([CH2:14][OH:15])[CH2:10][CH2:9]2)=[CH:6][N:7]=1. The catalyst class is: 123. (6) Reactant: [Cl:1][C:2]1[CH:8]=[CH:7][C:5]([NH2:6])=[C:4]([N+:9]([O-:11])=[O:10])[CH:3]=1.[N+:12]([O-])([O-])=O.[Na+].[Sn](Cl)Cl. Product: [ClH:1].[Cl:1][C:2]1[CH:8]=[CH:7][C:5]([NH:6][NH2:12])=[C:4]([N+:9]([O-:11])=[O:10])[CH:3]=1. The catalyst class is: 126. (7) Reactant: [Cl:1][C:2]1[N:7]=[C:6]([S:8][CH3:9])[N:5]=[C:4]([NH2:10])[CH:3]=1.Cl[CH2:12][CH:13]=O. Product: [ClH:1].[Cl:1][C:2]1[N:7]=[C:6]([S:8][CH3:9])[N:5]2[CH:12]=[CH:13][N:10]=[C:4]2[CH:3]=1. The catalyst class is: 12.